This data is from Blood-brain barrier permeability classification from the B3DB database. The task is: Regression/Classification. Given a drug SMILES string, predict its absorption, distribution, metabolism, or excretion properties. Task type varies by dataset: regression for continuous measurements (e.g., permeability, clearance, half-life) or binary classification for categorical outcomes (e.g., BBB penetration, CYP inhibition). Dataset: b3db_classification. (1) The drug is CO/N=C1/CN(c2nc3c(cc2F)c(=O)c(C(=O)O)cn3C2CC2)CC1CN. The result is 0 (does not penetrate BBB). (2) The molecule is CCC(C)C(C)(COC(N)=O)COC(=O)NC(C)C. The result is 1 (penetrates BBB). (3) The molecule is N#Cc1ccc2c(c1)CCN(CCC1CCC(NC(=O)c3ccnc4ccccc34)CC1)C2. The result is 1 (penetrates BBB). (4) The compound is CO/N=C(\C(=O)NC1C(=O)N2C(C(=O)O)=C(COC(N)=O)CS[C@@H]12)c1ccco1. The result is 0 (does not penetrate BBB). (5) The molecule is CC[C@H](NC(=O)c1cc([N+](=O)[O-])ccc1Cl)c1ccc(C)cc1C. The result is 1 (penetrates BBB). (6) The molecule is Cc1ccc2c(c1)[C@H](NC(=O)[C@@H](C)Sc1ccccc1)CC(C)(C)O2. The result is 1 (penetrates BBB). (7) The drug is COc1cc(Nc2nn3c(NC(CO)C(C)C)cc(C4CC4)nc3c2C(N)=O)cc(OC)c1. The result is 1 (penetrates BBB). (8) The molecule is NCC1CC(=O)N(Cc2ccccc2)C1. The result is 1 (penetrates BBB).